Dataset: Full USPTO retrosynthesis dataset with 1.9M reactions from patents (1976-2016). Task: Predict the reactants needed to synthesize the given product. (1) Given the product [NH:4]1[C:16]2[CH:19]=[CH:18][CH:17]=[N:14][C:15]=2[CH:2]=[CH:3]1, predict the reactants needed to synthesize it. The reactants are: O=[C:2]1N[C@H](C(OC)=O)C[NH:4][CH2:3]1.C([N:14]([CH2:17][CH3:18])[CH2:15][CH3:16])C.[CH2:19](OC(Cl)=O)C=C.Cl. (2) Given the product [CH:20]1([N:18]2[C:17](=[O:23])[CH2:16][CH2:15][C:14]3([CH2:24][CH2:25][N:11]([S:8]([C:5]4[CH:6]=[CH:7][C:2]([C:34]5[CH:43]=[C:42]6[C:37]([CH:38]=[CH:39][CH:40]=[N:41]6)=[CH:36][CH:35]=5)=[CH:3][CH:4]=4)(=[O:10])=[O:9])[CH2:12][CH2:13]3)[CH2:19]2)[CH2:22][CH2:21]1, predict the reactants needed to synthesize it. The reactants are: Br[C:2]1[CH:7]=[CH:6][C:5]([S:8]([N:11]2[CH2:25][CH2:24][C:14]3([CH2:19][N:18]([CH:20]4[CH2:22][CH2:21]4)[C:17](=[O:23])[CH2:16][CH2:15]3)[CH2:13][CH2:12]2)(=[O:10])=[O:9])=[CH:4][CH:3]=1.CC1(C)C(C)(C)OB([C:34]2[CH:43]=[C:42]3[C:37]([CH:38]=[CH:39][CH:40]=[N:41]3)=[CH:36][CH:35]=2)O1.C([O-])([O-])=O.[Cs+].[Cs+].